This data is from Reaction yield outcomes from USPTO patents with 853,638 reactions. The task is: Predict the reaction yield, written as a fraction of the theoretical maximum amount of product (1.0 means a 100% yield; for example, 0.34 means a 34% yield). The reactants are [Cl:1][C:2]1[N:3]=[C:4]([C:9]([NH:11][C@H:12]2[CH2:17][CH2:16][N:15]([C:18]3[O:19][C:20]([CH3:30])=[C:21]([C:23]([O:25]CCCC)=[O:24])[N:22]=3)[CH2:14][C@H:13]2[O:31][CH3:32])=[O:10])[NH:5][C:6]=1[CH2:7][CH3:8].[OH-].[Li+].CO. The catalyst is C1COCC1. The product is [Cl:1][C:2]1[N:3]=[C:4]([C:9]([NH:11][C@H:12]2[CH2:17][CH2:16][N:15]([C:18]3[O:19][C:20]([CH3:30])=[C:21]([C:23]([OH:25])=[O:24])[N:22]=3)[CH2:14][C@H:13]2[O:31][CH3:32])=[O:10])[NH:5][C:6]=1[CH2:7][CH3:8]. The yield is 0.990.